This data is from Forward reaction prediction with 1.9M reactions from USPTO patents (1976-2016). The task is: Predict the product of the given reaction. (1) Given the reactants [H-].[Na+].[F:3][C:4]1[CH:9]=[C:8]([F:10])[CH:7]=[CH:6][C:5]=1[SH:11].Br[CH2:13][CH2:14][CH2:15][O:16][CH:17]1[CH2:22][CH2:21][CH2:20][CH2:19][O:18]1, predict the reaction product. The product is: [F:3][C:4]1[CH:9]=[C:8]([F:10])[CH:7]=[CH:6][C:5]=1[S:11][CH2:13][CH2:14][CH2:15][O:16][CH:17]1[CH2:22][CH2:21][CH2:20][CH2:19][O:18]1. (2) Given the reactants [F:1][C:2]1[CH:7]=[CH:6][C:5]([C:8]2[NH:9][CH:10]=[CH:11][C:12]=2[C:13]2[CH:18]=[CH:17][N:16]=[CH:15][CH:14]=2)=[CH:4][CH:3]=1.C([Li])CCC.O([Si:32]([CH:39]([CH3:41])[CH3:40])([CH:36]([CH3:38])[CH3:37])[CH:33]([CH3:35])[CH3:34])S(C(F)(F)F)(=O)=O.C(=O)([O-])O.[Na+], predict the reaction product. The product is: [F:1][C:2]1[CH:3]=[CH:4][C:5]([C:8]2[N:9]([Si:32]([CH:39]([CH3:41])[CH3:40])([CH:36]([CH3:38])[CH3:37])[CH:33]([CH3:35])[CH3:34])[CH:10]=[CH:11][C:12]=2[C:13]2[CH:18]=[CH:17][N:16]=[CH:15][CH:14]=2)=[CH:6][CH:7]=1. (3) Given the reactants Br[C:2]1[CH:7]=[CH:6][C:5]([O:8][CH3:9])=[C:4]([CH3:10])[CH:3]=1.[CH2:11]1COC[CH2:12]1.[CH2:16]([Li])[CH2:17][CH2:18][CH3:19].[N:21]([C:30]([O:32]C(C)(C)C)=[O:31])=[N:22][C:23]([O:25][C:26]([CH3:29])(C)C)=[O:24], predict the reaction product. The product is: [CH3:9][O:8][C:5]1[CH:6]=[CH:7][C:2]([N:22]([C:23]([O:25][CH2:26][CH2:29][CH2:11][CH3:12])=[O:24])[NH:21][C:30]([O:32][CH2:16][CH2:17][CH2:18][CH3:19])=[O:31])=[CH:3][C:4]=1[CH3:10]. (4) Given the reactants COC1C=C(C=C(C(C2C=CC=C(OC(F)(F)F)C=2)(C)C)C=1)N.[Cl:24][C:25]1[CH:26]=[C:27]([C:34]2[CH:39]=[N:38][CH:37]=[CH:36][N:35]=2)[CH:28]=[C:29]([N+:31]([O-])=O)[CH:30]=1, predict the reaction product. The product is: [Cl:24][C:25]1[CH:30]=[C:29]([CH:28]=[C:27]([C:34]2[CH:39]=[N:38][CH:37]=[CH:36][N:35]=2)[CH:26]=1)[NH2:31]. (5) Given the reactants [C:1](/[CH:3]=[CH:4]/[S:5]([C:8]1[CH:13]=[CH:12][C:11]([C:14]([CH3:19])([CH3:18])[C:15]([OH:17])=O)=[CH:10][CH:9]=1)(=[O:7])=[O:6])#[N:2].[NH2:20][CH2:21][CH2:22][NH:23][C:24]([O:26][C:27]([CH3:30])([CH3:29])[CH3:28])=[O:25].C(N(CC)C(C)C)(C)C, predict the reaction product. The product is: [C:27]([O:26][C:24](=[O:25])[NH:23][CH2:22][CH2:21][NH:20][C:15](=[O:17])[C:14]([C:11]1[CH:10]=[CH:9][C:8]([S:5](/[CH:4]=[CH:3]/[C:1]#[N:2])(=[O:6])=[O:7])=[CH:13][CH:12]=1)([CH3:19])[CH3:18])([CH3:30])([CH3:28])[CH3:29]. (6) Given the reactants [CH3:1][O:2][C:3]1[CH:4]=[C:5]2[C:10](=[CH:11][C:12]=1[O:13][CH3:14])[N:9]=[CH:8][CH:7]=[C:6]2[O:15][C:16]1[CH:21]=[CH:20][C:19]([NH:22][C:23](=O)[CH2:24][O:25][C:26]2[CH:31]=[CH:30][C:29]([O:32][CH3:33])=[CH:28][CH:27]=2)=[CH:18][CH:17]=1.Cl.[OH-].[Na+], predict the reaction product. The product is: [CH3:1][O:2][C:3]1[CH:4]=[C:5]2[C:10](=[CH:11][C:12]=1[O:13][CH3:14])[N:9]=[CH:8][CH:7]=[C:6]2[O:15][C:16]1[CH:17]=[CH:18][C:19]([NH:22][CH2:23][CH2:24][O:25][C:26]2[CH:27]=[CH:28][C:29]([O:32][CH3:33])=[CH:30][CH:31]=2)=[CH:20][CH:21]=1. (7) Given the reactants [C:1]1([C:10]2[CH:15]=[CH:14][CH:13]=[CH:12][CH:11]=2)[CH:6]=[CH:5][C:4](B(O)O)=[CH:3][CH:2]=1.[F:16][C:17]1[CH:18]=[C:19]([CH:29]([NH:31][C:32]([C:34]2[N:35]=[C:36](Cl)[O:37][CH:38]=2)=[O:33])[CH3:30])[CH:20]=[C:21]([F:28])[C:22]=1[NH:23][S:24]([CH3:27])(=[O:26])=[O:25].C([O-])([O-])=O.[Cs+].[Cs+], predict the reaction product. The product is: [F:28][C:21]1[CH:20]=[C:19]([CH:29]([NH:31][C:32]([C:34]2[N:35]=[C:36]([C:4]3[CH:5]=[CH:6][C:1]([C:10]4[CH:15]=[CH:14][CH:13]=[CH:12][CH:11]=4)=[CH:2][CH:3]=3)[O:37][CH:38]=2)=[O:33])[CH3:30])[CH:18]=[C:17]([F:16])[C:22]=1[NH:23][S:24]([CH3:27])(=[O:26])=[O:25]. (8) The product is: [F:6][C:7]1[CH:12]=[CH:11][C:10]([CH:13]2[C:22]3[N:21]=[CH:20][CH:19]=[CH:18][C:17]=3[CH2:16][CH2:15][NH:14]2)=[CH:9][CH:8]=1. Given the reactants [OH-].[K+].CCO.[F:6][C:7]1[CH:12]=[CH:11][C:10]([CH:13]2[C:22]3[N:21]=[CH:20][CH:19]=[CH:18][C:17]=3[CH2:16][CH2:15][N:14]2C(OCC)=O)=[CH:9][CH:8]=1, predict the reaction product.